Predict the product of the given reaction. From a dataset of Forward reaction prediction with 1.9M reactions from USPTO patents (1976-2016). (1) The product is: [CH2:14]([O:16][C:17]1[CH:18]=[C:19]([C:26]2[C@@H:35]3[C@@H:30]([CH2:31][CH:32]=[CH:33][CH2:34]3)[C:29](=[O:36])[N:28]([C:37]3[CH:38]=[CH:39][C:40]([C:43]([N:10]4[CH2:9][CH2:8][N:7]([C:2]5[CH:3]=[CH:4][CH:5]=[CH:6][N:1]=5)[CH2:12][CH2:11]4)=[O:44])=[CH:41][CH:42]=3)[N:27]=2)[CH:20]=[CH:21][C:22]=1[O:23][CH2:24][CH3:25])[CH3:15]. Given the reactants [N:1]1[CH:6]=[CH:5][CH:4]=[CH:3][C:2]=1[N:7]1[CH2:12][CH2:11][NH:10][CH2:9][CH2:8]1.Cl.[CH2:14]([O:16][C:17]1[CH:18]=[C:19]([C:26]2[C@@H:35]3[C@@H:30]([CH2:31][CH:32]=[CH:33][CH2:34]3)[C:29](=[O:36])[N:28]([C:37]3[CH:42]=[CH:41][C:40]([C:43](N4CCN(C5C=CC=CC=5)CC4)=[O:44])=[CH:39][CH:38]=3)[N:27]=2)[CH:20]=[CH:21][C:22]=1[O:23][CH2:24][CH3:25])[CH3:15], predict the reaction product. (2) Given the reactants [CH3:1][N:2]1[CH2:7][CH2:6][N:5]([CH2:8][CH2:9][O:10][C:11]2[CH:16]=[CH:15][C:14]([N+:17]([O-])=O)=[C:13]([O:20][CH3:21])[CH:12]=2)[CH2:4][CH2:3]1, predict the reaction product. The product is: [CH3:21][O:20][C:13]1[CH:12]=[C:11]([O:10][CH2:9][CH2:8][N:5]2[CH2:4][CH2:3][N:2]([CH3:1])[CH2:7][CH2:6]2)[CH:16]=[CH:15][C:14]=1[NH2:17]. (3) Given the reactants [CH3:1][O:2][C:3]1[CH:4]=[C:5]2[C:10](=[CH:11][C:12]=1[O:13][CH3:14])[N:9]=[CH:8][CH:7]=[C:6]2[O:15][C:16]1[CH:22]=[CH:21][C:19]([NH2:20])=[CH:18][CH:17]=1.C(N(CC)CC)C.ClC(Cl)(O[C:34](=[O:40])OC(Cl)(Cl)Cl)Cl.[F:42][C:43]1[CH:48]=[CH:47][C:46]([C@H:49]([NH2:51])[CH3:50])=[CH:45][CH:44]=1, predict the reaction product. The product is: [CH3:1][O:2][C:3]1[CH:4]=[C:5]2[C:10](=[CH:11][C:12]=1[O:13][CH3:14])[N:9]=[CH:8][CH:7]=[C:6]2[O:15][C:16]1[CH:22]=[CH:21][C:19]([NH:20][C:34]([NH:51][C@@H:49]([C:46]2[CH:47]=[CH:48][C:43]([F:42])=[CH:44][CH:45]=2)[CH3:50])=[O:40])=[CH:18][CH:17]=1.